This data is from Forward reaction prediction with 1.9M reactions from USPTO patents (1976-2016). The task is: Predict the product of the given reaction. (1) Given the reactants Cl.[N:2]1[CH:3]=[CH:4][N:5]2[C:10]=1[C:9]([OH:11])=[CH:8][CH:7]=[N:6]2.C(N(CC)CC)C.[C:19]1([CH3:29])[CH:24]=[CH:23][C:22]([S:25](Cl)(=[O:27])=[O:26])=[CH:21][CH:20]=1, predict the reaction product. The product is: [CH3:29][C:19]1[CH:24]=[CH:23][C:22]([S:25]([O:11][C:9]2[C:10]3[N:5]([CH:4]=[CH:3][N:2]=3)[N:6]=[CH:7][CH:8]=2)(=[O:27])=[O:26])=[CH:21][CH:20]=1. (2) Given the reactants [CH3:1][N:2]([CH3:21])[CH2:3][CH2:4][CH2:5][NH:6][S:7]([C:10]1[S:19][C:13]2[N:14]=[CH:15][NH:16][C:17](=O)[C:12]=2[C:11]=1[CH3:20])(=[O:9])=[O:8].P(Cl)(Cl)([Cl:24])=O, predict the reaction product. The product is: [ClH:24].[Cl:24][C:17]1[C:12]2[C:11]([CH3:20])=[C:10]([S:7]([NH:6][CH2:5][CH2:4][CH2:3][N:2]([CH3:21])[CH3:1])(=[O:9])=[O:8])[S:19][C:13]=2[N:14]=[CH:15][N:16]=1. (3) Given the reactants [NH2:1][C:2]1[CH:3]=[C:4]([O:10][CH3:11])[C:5]([O:8][CH3:9])=[CH:6][CH:7]=1.[CH:12]([C:14]1[CH:22]=[CH:21][C:17]([C:18]([OH:20])=[O:19])=[CH:16][CH:15]=1)=O.C([Sn](Cl)(Cl)CCCC)CCC.C1([SiH3])C=CC=CC=1, predict the reaction product. The product is: [CH3:11][O:10][C:4]1[CH:3]=[C:2]([NH:1][CH2:12][C:14]2[CH:22]=[CH:21][C:17]([C:18]([OH:20])=[O:19])=[CH:16][CH:15]=2)[CH:7]=[CH:6][C:5]=1[O:8][CH3:9]. (4) The product is: [CH3:1][C:2]1([CH3:40])[CH2:10][C:9]2[N:8]([CH2:11][O:12][CH2:13][CH2:14][Si:15]([CH3:16])([CH3:17])[CH3:18])[N:7]=[C:6]([C:19]3[N:20]([CH2:32][O:33][CH2:34][CH2:35][Si:36]([CH3:37])([CH3:39])[CH3:38])[C:21]4[C:26]([CH:27]=3)=[CH:25][CH:24]=[C:23]([C:28]([OH:30])=[O:29])[CH:22]=4)[C:5]=2[CH2:4][CH2:3]1. Given the reactants [CH3:1][C:2]1([CH3:40])[CH2:10][C:9]2[N:8]([CH2:11][O:12][CH2:13][CH2:14][Si:15]([CH3:18])([CH3:17])[CH3:16])[N:7]=[C:6]([C:19]3[N:20]([CH2:32][O:33][CH2:34][CH2:35][Si:36]([CH3:39])([CH3:38])[CH3:37])[C:21]4[C:26]([CH:27]=3)=[CH:25][CH:24]=[C:23]([C:28]([O:30]C)=[O:29])[CH:22]=4)[C:5]=2[CH2:4][CH2:3]1.O1CCCC1.[OH-].[Na+], predict the reaction product.